This data is from Reaction yield outcomes from USPTO patents with 853,638 reactions. The task is: Predict the reaction yield, written as a fraction of the theoretical maximum amount of product (1.0 means a 100% yield; for example, 0.34 means a 34% yield). (1) The reactants are [CH2:1]([O:8][C:9]([NH:11][C:12]1([CH3:25])[CH2:17][CH2:16][N:15](C(OC(C)(C)C)=O)[CH2:14][CH2:13]1)=[O:10])[C:2]1[CH:7]=[CH:6][CH:5]=[CH:4][CH:3]=1.Cl.O1CCOCC1. The catalyst is O1CCOCC1. The product is [CH3:25][C:12]1([NH:11][C:9](=[O:10])[O:8][CH2:1][C:2]2[CH:7]=[CH:6][CH:5]=[CH:4][CH:3]=2)[CH2:13][CH2:14][NH:15][CH2:16][CH2:17]1. The yield is 0.700. (2) The reactants are O[CH:2]([C:31]1[CH:36]=[CH:35][CH:34]=[CH:33][CH:32]=1)[C:3]1[C:11]2[O:10][CH2:9][CH:8]([C:12]3[CH:17]=[CH:16][C:15]([CH:18]([CH3:20])[CH3:19])=[CH:14][CH:13]=3)[C:7]=2[C:6]([CH3:21])=[C:5]([NH:22][C:23](=[O:29])[CH2:24][C:25]([CH3:28])([CH3:27])[CH3:26])[C:4]=1[CH3:30]. The catalyst is [Pd].C(O)(=O)C. The product is [CH2:2]([C:3]1[C:11]2[O:10][CH2:9][CH:8]([C:12]3[CH:13]=[CH:14][C:15]([CH:18]([CH3:20])[CH3:19])=[CH:16][CH:17]=3)[C:7]=2[C:6]([CH3:21])=[C:5]([NH:22][C:23](=[O:29])[CH2:24][C:25]([CH3:28])([CH3:27])[CH3:26])[C:4]=1[CH3:30])[C:31]1[CH:32]=[CH:33][CH:34]=[CH:35][CH:36]=1. The yield is 0.670. (3) The reactants are [CH:1](=O)/[CH:2]=[CH:3]/C.[CH:6]([O:13][CH2:14][CH3:15])([O:10][CH2:11][CH3:12])OCC.[N+]([O-])([O-])=O.[NH4+]. The catalyst is CCO.CCOC(C)=O. The product is [CH2:14]([O:13][CH:6]([O:10][CH2:11][CH3:12])[CH:1]=[CH:2][CH3:3])[CH3:15]. The yield is 0.890.